Regression. Given a peptide amino acid sequence and an MHC pseudo amino acid sequence, predict their binding affinity value. This is MHC class I binding data. From a dataset of Peptide-MHC class I binding affinity with 185,985 pairs from IEDB/IMGT. The peptide sequence is MMHASTSPF. The MHC is HLA-A02:01 with pseudo-sequence HLA-A02:01. The binding affinity (normalized) is 0.659.